Dataset: Reaction yield outcomes from USPTO patents with 853,638 reactions. Task: Predict the reaction yield, written as a fraction of the theoretical maximum amount of product (1.0 means a 100% yield; for example, 0.34 means a 34% yield). (1) The reactants are [CH:1]1([CH:7]=[O:8])[CH2:6][CH2:5][CH2:4][CH2:3][CH2:2]1.[CH2:9](O)[CH:10]=[CH2:11].C1C=CC=CC=1.O.C1(C)C=CC(S(O)(=O)=O)=CC=1. The catalyst is O. The product is [CH2:11]([C:1]1([CH:7]=[O:8])[CH2:6][CH2:5][CH2:4][CH2:3][CH2:2]1)[CH:10]=[CH2:9]. The yield is 0.780. (2) The reactants are C([C:3]1[CH:4]=[C:5]([CH:21]=[CH:22][C:23]=1[B:24]1[O:28]C(C)(C)[C:26](C)(C)[O:25]1)[O:6][C:7]1[CH:14]=[CH:13][C:10]([C:11]#[N:12])=[C:9]([N:15]([CH2:17][CH2:18][O:19][CH3:20])[CH3:16])[N:8]=1)=O.[BH4-].[Na+].Cl. The catalyst is CO. The product is [OH:28][B:24]1[C:23]2[CH:22]=[CH:21][C:5]([O:6][C:7]3[CH:14]=[CH:13][C:10]([C:11]#[N:12])=[C:9]([N:15]([CH2:17][CH2:18][O:19][CH3:20])[CH3:16])[N:8]=3)=[CH:4][C:3]=2[CH2:26][O:25]1. The yield is 0.260.